Dataset: Reaction yield outcomes from USPTO patents with 853,638 reactions. Task: Predict the reaction yield, written as a fraction of the theoretical maximum amount of product (1.0 means a 100% yield; for example, 0.34 means a 34% yield). (1) The reactants are C([Li])CCCCC.I[C:9]1[CH:14]=[CH:13][CH:12]=[CH:11][C:10]=1[C:15]1[C:20]([CH:21]([CH3:23])[CH3:22])=[CH:19][C:18]([CH:24]([CH3:26])[CH3:25])=[CH:17][C:16]=1[CH:27]([CH3:29])[CH3:28].[P:30](Cl)([O:34]CC)[O:31][CH2:32][CH3:33].Cl. The catalyst is C1COCC1. The product is [CH:21]([C:20]1[CH:19]=[C:18]([CH:24]([CH3:25])[CH3:26])[CH:17]=[C:16]([CH:27]([CH3:29])[CH3:28])[C:15]=1[C:10]1[CH:11]=[CH:12][CH:13]=[CH:14][C:9]=1[PH:30](=[O:34])[O:31][CH2:32][CH3:33])([CH3:22])[CH3:23]. The yield is 0.940. (2) The product is [Cl:23][C:24]1[CH:29]=[CH:28][C:27]([CH2:30][C:31]([NH:8][CH2:1][CH2:2][CH2:3][CH2:4][CH2:5][CH2:6][CH3:7])=[O:32])=[CH:26][CH:25]=1. The reactants are [CH2:1]([NH2:8])[CH2:2][CH2:3][CH2:4][CH2:5][CH2:6][CH3:7].C(N(C(C)C)C(C)C)C1C=CC=CC=1.[Cl:23][C:24]1[CH:29]=[CH:28][C:27]([CH2:30][C:31](Cl)=[O:32])=[CH:26][CH:25]=1. No catalyst specified. The yield is 0.450.